Dataset: Full USPTO retrosynthesis dataset with 1.9M reactions from patents (1976-2016). Task: Predict the reactants needed to synthesize the given product. Given the product [CH:8]1[C:17]2[C:12](=[CH:13][CH:14]=[CH:15][CH:16]=2)[CH:11]=[C:10]([NH:18][C:5](=[O:7])[CH3:6])[N:9]=1, predict the reactants needed to synthesize it. The reactants are: C(O[C:5](=[O:7])[CH3:6])(=O)C.[CH:8]1[C:17]2[C:12](=[CH:13][CH:14]=[CH:15][CH:16]=2)[CH:11]=[C:10]([NH2:18])[N:9]=1.C(N(CC)CC)C.